Dataset: Full USPTO retrosynthesis dataset with 1.9M reactions from patents (1976-2016). Task: Predict the reactants needed to synthesize the given product. (1) Given the product [Br:40][C:34]1[CH:35]=[C:36]([F:39])[CH:37]=[CH:38][C:33]=1[C@@H:21]1[N:22]=[C:23]([C:28]2[S:29][CH:30]=[CH:31][N:32]=2)[NH:24][C:25]([CH2:26][N:6]2[CH2:7][C:3]([F:2])([F:14])[CH2:4][C@H:5]2[CH:8]([CH3:13])[CH2:9][C:10]([OH:12])=[O:11])=[C:20]1[C:18]([O:17][CH2:15][CH3:16])=[O:19], predict the reactants needed to synthesize it. The reactants are: Cl.[F:2][C:3]1([F:14])[CH2:7][NH:6][C@H:5]([CH:8]([CH3:13])[CH2:9][C:10]([OH:12])=[O:11])[CH2:4]1.[CH2:15]([O:17][C:18]([C:20]1[C@H:21]([C:33]2[CH:38]=[CH:37][C:36]([F:39])=[CH:35][C:34]=2[Br:40])[N:22]=[C:23]([C:28]2[S:29][CH:30]=[CH:31][N:32]=2)[NH:24][C:25]=1[CH2:26]Br)=[O:19])[CH3:16].C([O-])([O-])=O.[K+].[K+]. (2) Given the product [CH3:3][CH2:2][CH2:1][CH:10]([CH3:5])[CH3:9].[C:1]1([CH2:11][CH2:12][OH:13])[C:10]2[CH2:9][CH2:8][CH2:7][CH2:6][C:5]=2[CH:4]=[CH:3][CH:2]=1, predict the reactants needed to synthesize it. The reactants are: [C:1]1([CH2:11][CH2:12][OH:13])[C:10]2[C:5](=[CH:6][CH:7]=[CH:8][CH:9]=2)[CH:4]=[CH:3][CH:2]=1. (3) Given the product [NH2:9][C:8]1[O:15][C:14]([CH3:16])=[C:13]([C:12]([O:18][CH2:19][CH3:20])=[O:17])[CH:6]([C:2]2[O:1][CH:5]=[CH:4][CH:3]=2)[C:7]=1[C:10]#[N:11], predict the reactants needed to synthesize it. The reactants are: [O:1]1[CH:5]=[CH:4][CH:3]=[C:2]1[CH:6]=[C:7]([C:10]#[N:11])[C:8]#[N:9].[C:12]([O:18][CH2:19][CH3:20])(=[O:17])[CH2:13][C:14]([CH3:16])=[O:15]. (4) Given the product [NH:29]1[CH2:28][CH2:27][N:26]=[C:25]1[NH:1][C:2]1[CH:7]=[CH:6][C:5]([CH2:8][CH2:9][C:10]([C:12]2[CH:13]=[CH:14][C:15]([F:18])=[CH:16][CH:17]=2)=[O:11])=[CH:4][CH:3]=1, predict the reactants needed to synthesize it. The reactants are: [NH2:1][C:2]1[CH:7]=[CH:6][C:5]([CH2:8][CH2:9][C:10]([C:12]2[CH:17]=[CH:16][C:15]([F:18])=[CH:14][CH:13]=2)=[O:11])=[CH:4][CH:3]=1.S(O)(O)(=O)=O.Cl[C:25]1[NH:26][CH2:27][CH2:28][N:29]=1. (5) The reactants are: C([O:5][N:6]1[CH:11]=[C:10]([C:12]2[CH:17]=[CH:16][CH:15]=[CH:14][C:13]=2[N+:18]([O-:20])=[O:19])[CH:9]=[C:8]([C:21]([O:23]C)=[O:22])[C:7]1=[O:25])(C)(C)C. Given the product [OH:5][N:6]1[CH:11]=[C:10]([C:12]2[CH:17]=[CH:16][CH:15]=[CH:14][C:13]=2[N+:18]([O-:20])=[O:19])[CH:9]=[C:8]([C:21]([OH:23])=[O:22])[C:7]1=[O:25], predict the reactants needed to synthesize it. (6) Given the product [CH2:1]([N:8]1[C:12]2[CH:13]=[C:14]([NH:21][C:23](=[O:25])[CH3:24])[C:15]3[N:16]([C:17]([CH3:20])=[N:18][N:19]=3)[C:11]=2[CH:10]=[C:9]1[CH3:22])[C:2]1[CH:3]=[CH:4][CH:5]=[CH:6][CH:7]=1, predict the reactants needed to synthesize it. The reactants are: [CH2:1]([N:8]1[C:12]2[CH:13]=[C:14]([NH2:21])[C:15]3[N:16]([C:17]([CH3:20])=[N:18][N:19]=3)[C:11]=2[CH:10]=[C:9]1[CH3:22])[C:2]1[CH:7]=[CH:6][CH:5]=[CH:4][CH:3]=1.[C:23](Cl)(=[O:25])[CH3:24].C(N(CC)C(C)C)(C)C. (7) Given the product [CH:15]1([C:18]2[CH:23]=[CH:22][C:21]([C:2]3[CH:3]=[CH:4][C:5]4[N:6]([C:8]([C:11]([F:14])([F:13])[F:12])=[N:9][N:10]=4)[CH:7]=3)=[CH:20][CH:19]=2)[CH2:17][CH2:16]1, predict the reactants needed to synthesize it. The reactants are: Br[C:2]1[CH:3]=[CH:4][C:5]2[N:6]([C:8]([C:11]([F:14])([F:13])[F:12])=[N:9][N:10]=2)[CH:7]=1.[CH:15]1([C:18]2[CH:23]=[CH:22][C:21](B(O)O)=[CH:20][CH:19]=2)[CH2:17][CH2:16]1.C(=O)([O-])[O-].[K+].[K+]. (8) Given the product [Cl:1][CH2:2][C:3]1[N:4]=[C:5]2[CH:10]=[CH:9][CH:8]=[CH:7][N:6]2[C:11]=1[I:12], predict the reactants needed to synthesize it. The reactants are: [Cl:1][CH2:2][C:3]1[N:4]=[C:5]2[CH:10]=[CH:9][CH:8]=[CH:7][N:6]2[CH:11]=1.[I:12]N1C(=O)CCC1=O. (9) Given the product [NH:1]1[C:9]2=[N:8][CH:7]=[CH:6][CH:5]=[C:4]2[CH2:3][CH2:2]1, predict the reactants needed to synthesize it. The reactants are: [NH:1]1[C:9]2[C:4](=[CH:5][CH:6]=[CH:7][N:8]=2)[CH:3]=[CH:2]1.O.C1(C)C=CC(S(O)(=O)=O)=CC=1.C(N(CC(O)=O)CC(O)=O)CN(CC(O)=O)CC(O)=O.[Na].[Na].[OH-].[Na+].